Dataset: Catalyst prediction with 721,799 reactions and 888 catalyst types from USPTO. Task: Predict which catalyst facilitates the given reaction. Reactant: [H-].[Na+].[OH:3][C:4]1[CH:9]=[CH:8][C:7]([C:10]([C:12]2[CH:17]=[CH:16][CH:15]=[CH:14][CH:13]=2)=[O:11])=[CH:6][CH:5]=1.[CH2:18](Br)[C:19]1[CH:24]=[CH:23][CH:22]=[CH:21][CH:20]=1.O. Product: [CH2:18]([O:3][C:4]1[CH:5]=[CH:6][C:7]([C:10]([C:12]2[CH:13]=[CH:14][CH:15]=[CH:16][CH:17]=2)=[O:11])=[CH:8][CH:9]=1)[C:19]1[CH:24]=[CH:23][CH:22]=[CH:21][CH:20]=1. The catalyst class is: 3.